This data is from hERG potassium channel inhibition data for cardiac toxicity prediction from Karim et al.. The task is: Regression/Classification. Given a drug SMILES string, predict its toxicity properties. Task type varies by dataset: regression for continuous values (e.g., LD50, hERG inhibition percentage) or binary classification for toxic/non-toxic outcomes (e.g., AMES mutagenicity, cardiotoxicity, hepatotoxicity). Dataset: herg_karim. (1) The result is 1 (blocker). The drug is CCOc1cccc(-c2cccc(-n3cc(C(=O)NC(C)C)c(=O)c4cccnc43)c2)c1. (2) The drug is CC1(C)Oc2ccc(NC(=O)c3ccc(Cl)cn3)cc2[C@]2(COC(N)=N2)C12COC2. The result is 0 (non-blocker). (3) The drug is CNC(CC#N)C1CCN(c2c(F)cc3c(=O)c(C(=O)O)cn4c3c2OCC4C)C1. The result is 0 (non-blocker). (4) The compound is CCn1nc(Cc2ccc(-c3ccccc3)cc2)cc1C1CCN(C[C@H]2CN([C@@H](C(=O)O)C3CCCCC3)C[C@@H]2c2cccc(F)c2)CC1. The result is 1 (blocker). (5) The molecule is Cc1cccc(-c2noc(C3CC(=O)N(c4ccc(F)cc4)C3)n2)c1. The result is 1 (blocker). (6) The molecule is CCOc1ccccc1C[C@H](c1ccccc1)N1CCNCC1.Cl. The result is 0 (non-blocker).